From a dataset of Retrosynthesis with 50K atom-mapped reactions and 10 reaction types from USPTO. Predict the reactants needed to synthesize the given product. (1) The reactants are: Cc1ccc(S(=O)(=O)O)cc1.O=C(O)C1(c2ccccc2)CCNCC1. Given the product CCOC(=O)C1(c2ccccc2)CCNCC1, predict the reactants needed to synthesize it. (2) Given the product O=C(O)CNc1nc2ncc(-c3cn(Cc4cc(Cl)c(Cl)c(Cl)c4)nn3)nc2s1, predict the reactants needed to synthesize it. The reactants are: COC(=O)CNc1nc2ncc(-c3cn(Cc4cc(Cl)c(Cl)c(Cl)c4)nn3)nc2s1. (3) Given the product CN1CCC[C@@H](OC(=O)C(=O)c2cccs2)C1, predict the reactants needed to synthesize it. The reactants are: CN1CCC[C@@H](O)C1.O=C(Cl)C(=O)c1cccs1. (4) Given the product Cc1nc(NC(=N)N)sc1C(=O)Nc1cccc(C(=O)N[C@@H](CC(=O)OC(C)(C)C)C(=O)Nc2ccccc2)c1, predict the reactants needed to synthesize it. The reactants are: CC(C)(C)OC(=O)C[C@H](N)C(=O)Nc1ccccc1.Cc1nc(NC(=N)N)sc1C(=O)Nc1cccc(C(=O)O)c1. (5) Given the product Cc1c(NC2CC2)c([N+](=O)[O-])c(Cl)c(F)c1N1CCN(C)CC1, predict the reactants needed to synthesize it. The reactants are: Cc1c(F)c([N+](=O)[O-])c(Cl)c(F)c1N1CCN(C)CC1.NC1CC1. (6) Given the product FC(F)(F)c1ccccc1-c1nccnc1N1CCNCC1, predict the reactants needed to synthesize it. The reactants are: CC(C)(C)OC(=O)N1CCN(c2nccnc2-c2ccccc2C(F)(F)F)CC1. (7) The reactants are: COc1ccc2ncc(F)c(C=O)c2n1. Given the product COc1ccc2ncc(F)c(CO)c2n1, predict the reactants needed to synthesize it. (8) Given the product CC(=O)N1c2ccc(-c3cn(CC(=O)OC(C)(C)C)cn3)cc2[C@H](NC(=O)OC(C)C)C[C@@H]1C, predict the reactants needed to synthesize it. The reactants are: CC(=O)OC(C)=O.CC(C)OC(=O)N[C@@H]1C[C@H](C)Nc2ccc(-c3cn(CC(=O)OC(C)(C)C)cn3)cc21. (9) Given the product C[Si](C)(C)C#Cc1cc(F)cnc1N, predict the reactants needed to synthesize it. The reactants are: C#C[Si](C)(C)C.Nc1ncc(F)cc1I.